Dataset: Full USPTO retrosynthesis dataset with 1.9M reactions from patents (1976-2016). Task: Predict the reactants needed to synthesize the given product. (1) The reactants are: [Cl:1][C:2]1[CH:11]=[CH:10][CH:9]=[C:8]2[C:3]=1[C:4]([OH:26])=[C:5]([C:15]([NH:17][CH2:18][C:19]([O:21]C(C)(C)C)=[O:20])=[O:16])[C:6](=[O:14])[C:7]2([CH3:13])[CH3:12].C(O)(C(F)(F)F)=O. Given the product [Cl:1][C:2]1[CH:11]=[CH:10][CH:9]=[C:8]2[C:3]=1[C:4]([OH:26])=[C:5]([C:15]([NH:17][CH2:18][C:19]([OH:21])=[O:20])=[O:16])[C:6](=[O:14])[C:7]2([CH3:13])[CH3:12], predict the reactants needed to synthesize it. (2) Given the product [CH3:1][C:2]1[CH:7]=[CH:6][N:5]=[CH:4][C:3]=1[N:8]1[CH2:12][CH2:11][N:10]([C:15]2[CH:20]=[CH:19][CH:18]=[C:17]([C:21]([F:24])([F:23])[F:22])[CH:16]=2)[C:9]1=[O:13], predict the reactants needed to synthesize it. The reactants are: [CH3:1][C:2]1[CH:7]=[CH:6][N:5]=[CH:4][C:3]=1[N:8]1[CH2:12][CH2:11][NH:10][C:9]1=[O:13].Br[C:15]1[CH:20]=[CH:19][CH:18]=[C:17]([C:21]([F:24])([F:23])[F:22])[CH:16]=1.N[C@@H]1CCCC[C@H]1N.P([O-])([O-])([O-])=O.[K+].[K+].[K+].